Task: Predict the product of the given reaction.. Dataset: Forward reaction prediction with 1.9M reactions from USPTO patents (1976-2016) (1) Given the reactants Cl[C:2]1[N:7]=[CH:6][C:5]([CH2:8][N:9]2[CH:14]=[C:13]3[N:15]=[C:16]([C:18]4[CH:23]=[CH:22][CH:21]=[C:20]([F:24])[C:19]=4[F:25])[N:17]=[C:12]3[CH:11]=[N:10]2)=[CH:4][CH:3]=1.[F:26][C:27]([F:42])([F:41])[C:28]1[CH:33]=[C:32]([C:34]([F:37])([F:36])[F:35])[CH:31]=[CH:30][C:29]=1B(O)O, predict the reaction product. The product is: [F:26][C:27]([F:41])([F:42])[C:28]1[CH:33]=[C:32]([C:34]([F:35])([F:36])[F:37])[CH:31]=[CH:30][C:29]=1[C:2]1[N:7]=[CH:6][C:5]([CH2:8][N:9]2[CH:14]=[C:13]3[N:15]=[C:16]([C:18]4[CH:23]=[CH:22][CH:21]=[C:20]([F:24])[C:19]=4[F:25])[N:17]=[C:12]3[CH:11]=[N:10]2)=[CH:4][CH:3]=1. (2) Given the reactants [F:1][C:2]([F:26])([F:25])[C:3]1[N:7]2[N:8]=[C:9]([N:12]3[CH2:17][CH2:16][CH:15]([C:18]4[CH:23]=[CH:22][C:21]([OH:24])=[CH:20][CH:19]=4)[CH2:14][CH2:13]3)[CH:10]=[CH:11][C:6]2=[N:5][N:4]=1, predict the reaction product. The product is: [F:26][C:2]([F:1])([F:25])[C:3]1[N:7]2[N:8]=[C:9]([N:12]3[CH2:17][CH2:16][CH:15]([C:18]4[CH:19]=[CH:20][C:21]([OH:24])=[CH:22][CH:23]=4)[CH2:14][CH2:13]3)[CH2:10][CH2:11][C:6]2=[N:5][N:4]=1. (3) Given the reactants Cl[C:2]1[CH:15]=[CH:14][C:13]2[C:4](=[C:5]3[C:10](=[CH:11][CH:12]=2)[CH:9]=[CH:8][C:7]([Cl:16])=[N:6]3)[N:3]=1.[CH2:17]([O:20]/[N:21]=[C:22](/[C:24]1[CH:29]=[CH:28][CH:27]=[C:26]([CH3:30])[N:25]=1)\[CH3:23])[C:18]#[CH:19].C(NC(C)C)(C)C.O, predict the reaction product. The product is: [Cl:16][C:7]1[CH:8]=[CH:9][C:10]2[C:5]([N:6]=1)=[C:4]1[C:13]([CH:14]=[CH:15][C:2]([C:19]#[C:18][CH2:17][O:20][N:21]=[C:22]([C:24]3[CH:29]=[CH:28][CH:27]=[C:26]([CH3:30])[N:25]=3)[CH3:23])=[N:3]1)=[CH:12][CH:11]=2.